The task is: Predict the reactants needed to synthesize the given product.. This data is from Full USPTO retrosynthesis dataset with 1.9M reactions from patents (1976-2016). (1) Given the product [CH3:1][O:2][C:3]1[CH:4]=[C:5]([O:12][CH2:13][C@H:14]2[CH2:18][CH2:17][CH2:16][N:15]2[C:19]([C@H:21]2[CH2:22][CH2:23][C@H:24]([C:27]([F:28])([F:29])[F:30])[CH2:25][CH2:26]2)=[O:20])[C:6]([C:9]([NH2:36])=[O:10])=[N:7][CH:8]=1, predict the reactants needed to synthesize it. The reactants are: [CH3:1][O:2][C:3]1[CH:4]=[C:5]([O:12][CH2:13][C@H:14]2[CH2:18][CH2:17][CH2:16][N:15]2[C:19]([C@H:21]2[CH2:26][CH2:25][C@H:24]([C:27]([F:30])([F:29])[F:28])[CH2:23][CH2:22]2)=[O:20])[C:6]([C:9](O)=[O:10])=[N:7][CH:8]=1.[Cl-].[NH4+].Cl.C([N:36]=C=NCCCN(C)C)C.O.ON1C2C=CC=CC=2N=N1.C(N(CC)CC)C. (2) Given the product [CH3:28][N:11]([CH:12]1[CH2:17][CH2:16][NH:15][CH2:14][CH2:13]1)[CH2:10][CH2:9][NH:8][C:6](=[O:7])[O:5][C:1]([CH3:4])([CH3:2])[CH3:3], predict the reactants needed to synthesize it. The reactants are: [C:1]([O:5][C:6]([NH:8][CH2:9][CH2:10][N:11]([CH3:28])[CH:12]1[CH2:17][CH2:16][N:15](C(OCC2C=CC=CC=2)=O)[CH2:14][CH2:13]1)=[O:7])([CH3:4])([CH3:3])[CH3:2].